This data is from NCI-60 drug combinations with 297,098 pairs across 59 cell lines. The task is: Regression. Given two drug SMILES strings and cell line genomic features, predict the synergy score measuring deviation from expected non-interaction effect. (1) Drug 1: C1=CC(=CC=C1CCC2=CNC3=C2C(=O)NC(=N3)N)C(=O)NC(CCC(=O)O)C(=O)O. Drug 2: C1C(C(OC1N2C=NC3=C2NC=NCC3O)CO)O. Cell line: NCI-H226. Synergy scores: CSS=7.05, Synergy_ZIP=-4.49, Synergy_Bliss=-2.48, Synergy_Loewe=-1.03, Synergy_HSA=-0.352. (2) Drug 1: CN(C)C1=NC(=NC(=N1)N(C)C)N(C)C. Drug 2: CC(C)(C#N)C1=CC(=CC(=C1)CN2C=NC=N2)C(C)(C)C#N. Cell line: UACC62. Synergy scores: CSS=-1.48, Synergy_ZIP=-0.102, Synergy_Bliss=-2.13, Synergy_Loewe=-3.08, Synergy_HSA=-2.84. (3) Drug 1: C(=O)(N)NO. Drug 2: CC1CCCC2(C(O2)CC(NC(=O)CC(C(C(=O)C(C1O)C)(C)C)O)C(=CC3=CSC(=N3)C)C)C. Cell line: HL-60(TB). Synergy scores: CSS=59.7, Synergy_ZIP=-2.28, Synergy_Bliss=-0.638, Synergy_Loewe=-1.92, Synergy_HSA=1.70. (4) Drug 1: C1=NC2=C(N1)C(=S)N=C(N2)N. Drug 2: C1CCC(C(C1)N)N.C(=O)(C(=O)[O-])[O-].[Pt+4]. Cell line: PC-3. Synergy scores: CSS=27.0, Synergy_ZIP=1.29, Synergy_Bliss=5.71, Synergy_Loewe=7.68, Synergy_HSA=8.18. (5) Drug 1: CC(C1=C(C=CC(=C1Cl)F)Cl)OC2=C(N=CC(=C2)C3=CN(N=C3)C4CCNCC4)N. Drug 2: C1=NC2=C(N1)C(=S)N=CN2. Cell line: MOLT-4. Synergy scores: CSS=52.9, Synergy_ZIP=-3.41, Synergy_Bliss=-5.09, Synergy_Loewe=-8.64, Synergy_HSA=-5.16. (6) Drug 1: CN1C2=C(C=C(C=C2)N(CCCl)CCCl)N=C1CCCC(=O)O.Cl. Drug 2: B(C(CC(C)C)NC(=O)C(CC1=CC=CC=C1)NC(=O)C2=NC=CN=C2)(O)O. Cell line: EKVX. Synergy scores: CSS=48.9, Synergy_ZIP=0.712, Synergy_Bliss=2.32, Synergy_Loewe=-32.4, Synergy_HSA=2.39. (7) Drug 1: CC1=C2C(C(=O)C3(C(CC4C(C3C(C(C2(C)C)(CC1OC(=O)C(C(C5=CC=CC=C5)NC(=O)C6=CC=CC=C6)O)O)OC(=O)C7=CC=CC=C7)(CO4)OC(=O)C)O)C)OC(=O)C. Synergy scores: CSS=42.5, Synergy_ZIP=-7.96, Synergy_Bliss=-13.7, Synergy_Loewe=-8.99, Synergy_HSA=-8.03. Cell line: RPMI-8226. Drug 2: CC1C(C(CC(O1)OC2CC(CC3=C2C(=C4C(=C3O)C(=O)C5=C(C4=O)C(=CC=C5)OC)O)(C(=O)CO)O)N)O.Cl. (8) Drug 1: CC1C(C(=O)NC(C(=O)N2CCCC2C(=O)N(CC(=O)N(C(C(=O)O1)C(C)C)C)C)C(C)C)NC(=O)C3=C4C(=C(C=C3)C)OC5=C(C(=O)C(=C(C5=N4)C(=O)NC6C(OC(=O)C(N(C(=O)CN(C(=O)C7CCCN7C(=O)C(NC6=O)C(C)C)C)C)C(C)C)C)N)C. Drug 2: CNC(=O)C1=NC=CC(=C1)OC2=CC=C(C=C2)NC(=O)NC3=CC(=C(C=C3)Cl)C(F)(F)F. Cell line: MDA-MB-231. Synergy scores: CSS=2.17, Synergy_ZIP=4.62, Synergy_Bliss=5.89, Synergy_Loewe=-61.8, Synergy_HSA=0.741. (9) Drug 1: CC1=CC2C(CCC3(C2CCC3(C(=O)C)OC(=O)C)C)C4(C1=CC(=O)CC4)C. Drug 2: CC1=C(C(=CC=C1)Cl)NC(=O)C2=CN=C(S2)NC3=CC(=NC(=N3)C)N4CCN(CC4)CCO. Cell line: SW-620. Synergy scores: CSS=1.12, Synergy_ZIP=0.0868, Synergy_Bliss=1.87, Synergy_Loewe=-6.15, Synergy_HSA=-1.33.